From a dataset of NCI-60 drug combinations with 297,098 pairs across 59 cell lines. Regression. Given two drug SMILES strings and cell line genomic features, predict the synergy score measuring deviation from expected non-interaction effect. (1) Drug 1: C1CCN(CC1)CCOC2=CC=C(C=C2)C(=O)C3=C(SC4=C3C=CC(=C4)O)C5=CC=C(C=C5)O. Drug 2: CN(CC1=CN=C2C(=N1)C(=NC(=N2)N)N)C3=CC=C(C=C3)C(=O)NC(CCC(=O)O)C(=O)O. Cell line: CCRF-CEM. Synergy scores: CSS=42.1, Synergy_ZIP=3.93, Synergy_Bliss=2.72, Synergy_Loewe=-38.2, Synergy_HSA=-0.526. (2) Drug 1: CC(CN1CC(=O)NC(=O)C1)N2CC(=O)NC(=O)C2. Drug 2: CCC1(CC2CC(C3=C(CCN(C2)C1)C4=CC=CC=C4N3)(C5=C(C=C6C(=C5)C78CCN9C7C(C=CC9)(C(C(C8N6C)(C(=O)OC)O)OC(=O)C)CC)OC)C(=O)OC)O.OS(=O)(=O)O. Cell line: SK-MEL-5. Synergy scores: CSS=51.3, Synergy_ZIP=-4.30, Synergy_Bliss=-2.51, Synergy_Loewe=-14.6, Synergy_HSA=-0.554. (3) Drug 1: C1C(C(OC1N2C=C(C(=O)NC2=O)F)CO)O. Cell line: KM12. Drug 2: CN(CCCl)CCCl.Cl. Synergy scores: CSS=28.6, Synergy_ZIP=-8.11, Synergy_Bliss=-6.37, Synergy_Loewe=-2.03, Synergy_HSA=0.469. (4) Drug 1: CC1=C(C(CCC1)(C)C)C=CC(=CC=CC(=CC(=O)O)C)C. Drug 2: CC1C(C(CC(O1)OC2CC(CC3=C2C(=C4C(=C3O)C(=O)C5=C(C4=O)C(=CC=C5)OC)O)(C(=O)CO)O)N)O.Cl. Cell line: HOP-92. Synergy scores: CSS=29.2, Synergy_ZIP=-6.17, Synergy_Bliss=-0.713, Synergy_Loewe=-12.1, Synergy_HSA=0.338. (5) Drug 1: C1=NC2=C(N=C(N=C2N1C3C(C(C(O3)CO)O)O)F)N. Drug 2: C(CCl)NC(=O)N(CCCl)N=O. Cell line: UO-31. Synergy scores: CSS=-3.74, Synergy_ZIP=8.39, Synergy_Bliss=3.23, Synergy_Loewe=-3.24, Synergy_HSA=-2.35. (6) Drug 1: CCC1=CC2CC(C3=C(CN(C2)C1)C4=CC=CC=C4N3)(C5=C(C=C6C(=C5)C78CCN9C7C(C=CC9)(C(C(C8N6C)(C(=O)OC)O)OC(=O)C)CC)OC)C(=O)OC.C(C(C(=O)O)O)(C(=O)O)O. Drug 2: CN(C)C1=NC(=NC(=N1)N(C)C)N(C)C. Cell line: A498. Synergy scores: CSS=7.82, Synergy_ZIP=-3.93, Synergy_Bliss=4.53, Synergy_Loewe=-28.7, Synergy_HSA=0.351. (7) Synergy scores: CSS=15.5, Synergy_ZIP=-10.8, Synergy_Bliss=-5.29, Synergy_Loewe=-11.1, Synergy_HSA=-4.00. Cell line: UO-31. Drug 2: C1=CC(=CC=C1CC(C(=O)O)N)N(CCCl)CCCl.Cl. Drug 1: C1=CC(=CC=C1CCC2=CNC3=C2C(=O)NC(=N3)N)C(=O)NC(CCC(=O)O)C(=O)O. (8) Drug 1: CCC1=CC2CC(C3=C(CN(C2)C1)C4=CC=CC=C4N3)(C5=C(C=C6C(=C5)C78CCN9C7C(C=CC9)(C(C(C8N6C)(C(=O)OC)O)OC(=O)C)CC)OC)C(=O)OC.C(C(C(=O)O)O)(C(=O)O)O. Drug 2: COC1=C2C(=CC3=C1OC=C3)C=CC(=O)O2. Cell line: NCI-H322M. Synergy scores: CSS=31.3, Synergy_ZIP=1.27, Synergy_Bliss=1.85, Synergy_Loewe=-26.4, Synergy_HSA=2.69. (9) Drug 1: CC1=C2C(C(=O)C3(C(CC4C(C3C(C(C2(C)C)(CC1OC(=O)C(C(C5=CC=CC=C5)NC(=O)OC(C)(C)C)O)O)OC(=O)C6=CC=CC=C6)(CO4)OC(=O)C)OC)C)OC. Drug 2: C(CN)CNCCSP(=O)(O)O. Cell line: SNB-19. Synergy scores: CSS=24.7, Synergy_ZIP=-2.55, Synergy_Bliss=-7.69, Synergy_Loewe=-39.0, Synergy_HSA=-8.62. (10) Drug 1: CCC1=C2CN3C(=CC4=C(C3=O)COC(=O)C4(CC)O)C2=NC5=C1C=C(C=C5)O. Drug 2: N.N.Cl[Pt+2]Cl. Cell line: SW-620. Synergy scores: CSS=43.6, Synergy_ZIP=-7.42, Synergy_Bliss=-1.96, Synergy_Loewe=-8.38, Synergy_HSA=2.26.